This data is from HIV replication inhibition screening data with 41,000+ compounds from the AIDS Antiviral Screen. The task is: Binary Classification. Given a drug SMILES string, predict its activity (active/inactive) in a high-throughput screening assay against a specified biological target. (1) The result is 0 (inactive). The compound is O=C(C=Cc1ccccc1)C=NN1C(=S)N(c2ccccc2)C(=Nc2ccccc2)C1=Nc1ccccc1. (2) The drug is c1ccc2c(c1)[nH]c1c2nc2sccn21. The result is 0 (inactive). (3) The compound is O=C(CC(=NO)C(=O)NC1=C(Cl)C(=O)c2ccccc2C1=O)CC(c1ccccc1)c1c(O)c2ccccc2oc1=O. The result is 0 (inactive). (4) The compound is CC(Sc1ccccc1)C(CO)(CO)[N+](=O)[O-]. The result is 0 (inactive).